Dataset: Full USPTO retrosynthesis dataset with 1.9M reactions from patents (1976-2016). Task: Predict the reactants needed to synthesize the given product. (1) Given the product [F:17][C:18]([F:31])([F:30])[S:19]([O:8][C:6]1[CH:5]=[C:4]([CH3:9])[N:3]=[C:2]([CH3:1])[CH:7]=1)(=[O:21])=[O:20], predict the reactants needed to synthesize it. The reactants are: [CH3:1][C:2]1[CH:7]=[C:6]([OH:8])[CH:5]=[C:4]([CH3:9])[N:3]=1.C(N(CC)CC)C.[F:17][C:18]([F:31])([F:30])[S:19](O[S:19]([C:18]([F:31])([F:30])[F:17])(=[O:21])=[O:20])(=[O:21])=[O:20]. (2) Given the product [CH3:14][C:15]1([CH3:50])[C:23]2[C:18](=[CH:19][CH:20]=[C:21]([C:24]3[CH:25]=[CH:26][C:27]([C:30]([F:31])([F:32])[F:33])=[CH:28][CH:29]=3)[CH:22]=2)[N:17]([CH2:34][CH2:35][O:36][C:37]2[CH:38]=[C:39]([CH2:43][C:44]([O:46][CH2:47][CH3:48])=[O:45])[CH:40]=[CH:41][CH:42]=2)[CH2:16]1, predict the reactants needed to synthesize it. The reactants are: C1([SiH2]C2C=CC=CC=2)C=CC=CC=1.[CH3:14][C:15]1([CH3:50])[C:23]2[C:18](=[CH:19][CH:20]=[C:21]([C:24]3[CH:29]=[CH:28][C:27]([C:30]([F:33])([F:32])[F:31])=[CH:26][CH:25]=3)[CH:22]=2)[N:17]([C:34](=O)[CH2:35][O:36][C:37]2[CH:38]=[C:39]([CH2:43][C:44]([O:46][CH2:47][CH3:48])=[O:45])[CH:40]=[CH:41][CH:42]=2)[CH2:16]1. (3) Given the product [CH3:30][CH:28]([CH3:29])[CH2:27][NH:11][C@H:12]1[CH2:17][C@@H:16]([CH2:18][N:35]2[CH2:31][CH2:32][CH2:33][C:34]2=[O:36])[CH2:15][N:14]([C:20]([O:22][C:23]([CH3:24])([CH3:25])[CH3:26])=[O:21])[CH2:13]1, predict the reactants needed to synthesize it. The reactants are: C(OC([N:11]([CH2:27][CH:28]([CH3:30])[CH3:29])[C@H:12]1[CH2:17][C@@H:16]([CH2:18]O)[CH2:15][N:14]([C:20]([O:22][C:23]([CH3:26])([CH3:25])[CH3:24])=[O:21])[CH2:13]1)=O)C1C=CC=CC=1.[C:31]1(=O)[NH:35][C:34](=[O:36])[C:33]2=CC=CC=[C:32]12.N(C(OC(C)C)=O)=NC(OC(C)C)=O.C1(P(C2C=CC=CC=2)C2C=CC=CC=2)C=CC=CC=1. (4) The reactants are: [Cl:1][C:2]1[N:3]=[C:4]([N:12]2[CH2:17][CH2:16][O:15][CH2:14][CH2:13]2)[C:5]2[S:10][C:9](I)=[CH:8][C:6]=2[N:7]=1.[CH2:18]([O:20][C:21]([C:23]1[CH:24]=[N:25][CH:26]=[C:27](B2OC(C)(C)C(C)(C)O2)[CH:28]=1)=[O:22])[CH3:19]. Given the product [Cl:1][C:2]1[N:3]=[C:4]([N:12]2[CH2:17][CH2:16][O:15][CH2:14][CH2:13]2)[C:5]2[S:10][C:9]([C:27]3[CH:28]=[C:23]([C:21]([O:20][CH2:18][CH3:19])=[O:22])[CH:24]=[N:25][CH:26]=3)=[CH:8][C:6]=2[N:7]=1, predict the reactants needed to synthesize it. (5) The reactants are: [OH:1][CH2:2][CH:3]1[CH2:8][CH2:7][N:6]([C:9]([O:11][CH2:12][C:13]2[CH:18]=[CH:17][CH:16]=[CH:15][CH:14]=2)=[O:10])[CH2:5][CH2:4]1.N1C=CC=CC=1.Cl[C:26](OC1C=CC([N+]([O-])=O)=CC=1)=[O:27].Cl.[CH3:39][NH:40][CH:41]1[CH2:46][CH2:45][O:44][CH2:43][CH2:42]1.C(N(CC)CC)C. Given the product [CH3:39][N:40]([CH:41]1[CH2:46][CH2:45][O:44][CH2:43][CH2:42]1)[C:26]([O:1][CH2:2][CH:3]1[CH2:8][CH2:7][N:6]([C:9]([O:11][CH2:12][C:13]2[CH:14]=[CH:15][CH:16]=[CH:17][CH:18]=2)=[O:10])[CH2:5][CH2:4]1)=[O:27], predict the reactants needed to synthesize it. (6) Given the product [OH:8][C:9]1[CH:10]=[C:11]2[C:15](=[CH:16][CH:17]=1)[NH:14][N:13]=[C:12]2[N:18]1[C:26](=[O:27])[C:25]2[C:20](=[CH:21][CH:22]=[CH:23][CH:24]=2)[C:19]1=[O:28], predict the reactants needed to synthesize it. The reactants are: C([O:8][C:9]1[CH:10]=[C:11]2[C:15](=[CH:16][CH:17]=1)[NH:14][N:13]=[C:12]2[N:18]1[C:26](=[O:27])[C:25]2[C:20](=[CH:21][CH:22]=[CH:23][CH:24]=2)[C:19]1=[O:28])C1C=CC=CC=1.Cl.N1C=CC=CC=1.